From a dataset of Full USPTO retrosynthesis dataset with 1.9M reactions from patents (1976-2016). Predict the reactants needed to synthesize the given product. (1) Given the product [Br:1][C:2]1[CH:3]=[C:4]([F:11])[C:5]([CH2:8][OH:9])=[N:6][CH:7]=1, predict the reactants needed to synthesize it. The reactants are: [Br:1][C:2]1[CH:3]=[C:4]([F:11])[C:5]([C:8](Cl)=[O:9])=[N:6][CH:7]=1.[BH4-].[Li+].CO. (2) Given the product [CH3:21][N:7]1[C:8]2[C:13](=[CH:12][C:11]([N+:15]([O-:17])=[O:16])=[CH:10][CH:9]=2)[CH:14]=[C:6]1[C:4]([OH:3])=[O:5], predict the reactants needed to synthesize it. The reactants are: C([O:3][C:4]([C:6]1[NH:7][C:8]2[C:13]([CH:14]=1)=[CH:12][C:11]([N+:15]([O-:17])=[O:16])=[CH:10][CH:9]=2)=[O:5])C.[H-].[Na+].I[CH3:21]. (3) Given the product [C:1]1([C:7]2[C:12]([C:13]3[CH:14]=[CH:15][CH:16]=[CH:17][CH:18]=3)=[CH:11][N:10]=[C:9]([CH2:19][CH2:20][CH2:21][CH2:22][CH2:23][CH2:24][CH2:25][C:26]([OH:28])=[O:27])[N:8]=2)[CH:2]=[CH:3][CH:4]=[CH:5][CH:6]=1, predict the reactants needed to synthesize it. The reactants are: [C:1]1([C:7]2[C:12]([C:13]3[CH:18]=[CH:17][CH:16]=[CH:15][CH:14]=3)=[CH:11][N:10]=[C:9]([CH2:19][CH2:20][CH2:21][CH2:22][CH2:23][CH:24]=[CH:25][C:26]([O-:28])=[O:27])[N:8]=2)[CH:6]=[CH:5][CH:4]=[CH:3][CH:2]=1. (4) The reactants are: [I:1][C:2]1[CH:3]=[N:4][C:5]2[C:10]([CH:11]=1)=[CH:9][C:8]([OH:12])=[CH:7][CH:6]=2.[CH2:13]([O:15][C:16](=[O:21])[CH:17](Cl)[S:18][CH3:19])[CH3:14]. Given the product [CH2:13]([O:15][C:16](=[O:21])[CH:17]([O:12][C:8]1[CH:9]=[C:10]2[C:5](=[CH:6][CH:7]=1)[N:4]=[CH:3][C:2]([I:1])=[CH:11]2)[S:18][CH3:19])[CH3:14], predict the reactants needed to synthesize it. (5) Given the product [N:8]1[C:21]2[C:12](=[C:13]3[C:18](=[CH:19][CH:20]=2)[CH2:17][CH2:16][C@@H:15]([CH2:22][OH:23])[O:14]3)[CH:11]=[CH:10][CH:9]=1, predict the reactants needed to synthesize it. The reactants are: C(OC([N:8]1[C:21]2[C:12](=[C:13]3[C:18](=[CH:19][CH:20]=2)[CH2:17][CH2:16][C@@H:15]([CH2:22][OH:23])[O:14]3)[CH2:11][CH2:10][CH:9]1O)=O)(C)(C)C. (6) Given the product [CH3:20][O:19][C:12]1[CH:13]=[N:14][CH:15]=[C:16]([O:17][CH3:18])[C:11]=1[CH:2]1[N:1]([CH2:30][C:29]2[CH:32]=[CH:33][CH:34]=[C:27]([C:25]3[N:26]=[C:22]([CH3:21])[S:23][CH:24]=3)[CH:28]=2)[C:7](=[O:9])[CH2:6][CH2:5][CH2:4][CH2:3]1, predict the reactants needed to synthesize it. The reactants are: [NH2:1][CH:2]([C:11]1[C:16]([O:17][CH3:18])=[CH:15][N:14]=[CH:13][C:12]=1[O:19][CH3:20])[CH2:3][CH2:4][CH2:5][CH2:6][C:7]([O:9]C)=O.[CH3:21][C:22]1[S:23][CH:24]=[C:25]([C:27]2[CH:28]=[C:29]([CH:32]=[CH:33][CH:34]=2)[CH:30]=O)[N:26]=1. (7) The reactants are: [F:1][C:2]([F:23])([F:22])[C:3]1[N:11]=[C:10]([NH:12][CH2:13][CH2:14][C:15]2[CH:20]=[CH:19][CH:18]=[CH:17][CH:16]=2)[N:9]=[C:8]2[C:4]=1[N:5]=[CH:6][N:7]2[CH3:21].C(O)C.C(=O)=O.[Li]CCCC.[I:35]I. Given the product [I:35][C:6]1[N:7]([CH3:21])[C:8]2[C:4]([N:5]=1)=[C:3]([C:2]([F:1])([F:22])[F:23])[N:11]=[C:10]([NH:12][CH2:13][CH2:14][C:15]1[CH:16]=[CH:17][CH:18]=[CH:19][CH:20]=1)[N:9]=2, predict the reactants needed to synthesize it. (8) Given the product [CH2:1]=[C:2]([C:7]([O:10][C:15]([C:21]([F:24])([F:23])[F:22])([C:17]([F:20])([F:19])[F:18])[F:16])([F:9])[F:8])[C:3]([F:6])([F:5])[F:4], predict the reactants needed to synthesize it. The reactants are: [CH2:1]=[C:2]([C:7]([O:10]S(F)(=O)=O)([F:9])[F:8])[C:3]([F:6])([F:5])[F:4].[C:15](O[K])([C:21]([F:24])([F:23])[F:22])([C:17]([F:20])([F:19])[F:18])[F:16].[F-].[K+].FC(F)(F)C(C(F)(F)F)=O. (9) Given the product [CH3:23][Si:22]([CH3:25])([CH3:24])[C:18]1[CH:17]=[CH:16][N:15]=[CH:14][C:13]=1[O:12][CH2:11][O:10][CH2:9][CH2:8][Si:7]([CH3:20])([CH3:19])[CH3:6], predict the reactants needed to synthesize it. The reactants are: [Li]C(C)(C)C.[CH3:6][Si:7]([CH3:20])([CH3:19])[CH2:8][CH2:9][O:10][CH2:11][O:12][C:13]1[CH:14]=[N:15][CH:16]=[CH:17][CH:18]=1.Cl[Si:22]([CH3:25])([CH3:24])[CH3:23].O. (10) Given the product [CH:4]([OH:6])([CH3:3])[CH3:9].[C:9]([O:12][CH2:13][CH3:14])(=[O:11])[CH3:10], predict the reactants needed to synthesize it. The reactants are: C(O)(=O)/C=[CH:3]\[C:4]([OH:6])=O.[C:9]([O:12][CH2:13][CH3:14])(=[O:11])[CH3:10].